Dataset: Forward reaction prediction with 1.9M reactions from USPTO patents (1976-2016). Task: Predict the product of the given reaction. (1) Given the reactants [O:1]1[CH2:5][CH2:4][CH:3]([CH2:6][NH2:7])[CH2:2]1.C(N(C(C)C)CC)(C)C.[C:17](Cl)(=[O:26])[O:18][CH2:19][C:20]1[CH:25]=[CH:24][CH:23]=[CH:22][CH:21]=1, predict the reaction product. The product is: [CH2:19]([O:18][C:17](=[O:26])[NH:7][CH2:6][CH:3]1[CH2:4][CH2:5][O:1][CH2:2]1)[C:20]1[CH:25]=[CH:24][CH:23]=[CH:22][CH:21]=1. (2) The product is: [CH3:20][O:19][C:16]1[CH:17]=[CH:18][C:13]([P:22](=[O:21])([C:13]2[CH:18]=[CH:17][C:16]([O:19][CH3:20])=[CH:15][CH:14]=2)[C:3]2[CH:8]=[C:7]([CH3:9])[C:6]([CH3:10])=[CH:5][C:4]=2[CH3:11])=[CH:14][CH:15]=1. Given the reactants [Mg].Br[C:3]1[C:4]([CH3:11])=[CH:5][C:6]([CH3:10])=[C:7]([CH3:9])[CH:8]=1.Br[C:13]1[CH:18]=[CH:17][C:16]([O:19][CH3:20])=[CH:15][CH:14]=1.[O:21]=[P:22](Cl)(Cl)Cl, predict the reaction product.